Dataset: Full USPTO retrosynthesis dataset with 1.9M reactions from patents (1976-2016). Task: Predict the reactants needed to synthesize the given product. (1) The reactants are: Br[C:2]1[CH:3]=[C:4]2[CH2:27][C:9]3([C:17]4[C:12](=[N:13][CH:14]=[CH:15][CH:16]=4)[N:11]([CH2:18][O:19][CH2:20][CH2:21][Si:22]([CH3:25])([CH3:24])[CH3:23])[C:10]3=[O:26])[CH2:8][C:5]2=[N:6][CH:7]=1.[CH2:28](Cl)Cl.[C:31]([O-:34])(=[O:33])C.[Na+].[C]=O. Given the product [O:26]=[C:10]1[N:11]([CH2:18][O:19][CH2:20][CH2:21][Si:22]([CH3:25])([CH3:24])[CH3:23])[C:12]2=[N:13][CH:14]=[CH:15][CH:16]=[C:17]2[C@@:9]21[CH2:8][C:5]1=[N:6][CH:7]=[C:2]([C:31]([O:34][CH3:28])=[O:33])[CH:3]=[C:4]1[CH2:27]2, predict the reactants needed to synthesize it. (2) Given the product [O:11]=[CH:10][CH2:9][NH:8][C:6](=[O:7])[O:5][C:1]([CH3:3])([CH3:2])[CH3:4], predict the reactants needed to synthesize it. The reactants are: [C:1]([O:5][C:6]([NH:8][CH2:9][C:10](OC)=[O:11])=[O:7])([CH3:4])([CH3:3])[CH3:2].[H-].C([Al+]CC(C)C)C(C)C. (3) Given the product [CH3:8][C:4]1[CH:5]=[CH:6][CH:7]=[C:2]([CH3:1])[C:3]=1[C:9]1[N:10]=[C:11]([O:19][CH3:20])[C:12]2[CH2:18][N:17]([C:25](=[O:26])[CH2:24][C:23](=[O:29])[CH:22]([CH3:30])[CH3:21])[CH2:16][CH2:15][C:13]=2[N:14]=1, predict the reactants needed to synthesize it. The reactants are: [CH3:1][C:2]1[CH:7]=[CH:6][CH:5]=[C:4]([CH3:8])[C:3]=1[C:9]1[N:10]=[C:11]([O:19][CH3:20])[C:12]2[CH2:18][NH:17][CH2:16][CH2:15][C:13]=2[N:14]=1.[CH3:21][CH:22]([CH3:30])[C:23](=[O:29])[CH2:24][C:25](OC)=[O:26]. (4) Given the product [F:10][CH:9]([F:11])[C:5]#[C:4][CH:3]([O:6][CH3:7])[O:2][CH3:1], predict the reactants needed to synthesize it. The reactants are: [CH3:1][O:2][CH:3]([O:6][CH3:7])[C:4]#[CH:5].Cl[CH:9]([F:11])[F:10].[NH4+].[Cl-].O.CC(OC)(C)C.